From a dataset of Forward reaction prediction with 1.9M reactions from USPTO patents (1976-2016). Predict the product of the given reaction. (1) Given the reactants [CH3:1][O:2][C:3](=[O:20])[CH2:4][N:5]([CH2:12][C:13]1[CH:18]=[CH:17][C:16]([Cl:19])=[CH:15][CH:14]=1)[CH:6]1[CH2:11][CH2:10][NH:9][CH2:8][CH2:7]1.C(=O)([O-])[O-].[K+].[K+].Br[CH2:28][CH2:29][CH:30]=[C:31]1[C:37]2[CH:38]=[CH:39][CH:40]=[N:41][C:36]=2[CH2:35][O:34][C:33]2[CH:42]=[CH:43][C:44]([C:46]([OH:49])([CH3:48])[CH3:47])=[CH:45][C:32]1=2, predict the reaction product. The product is: [CH3:1][O:2][C:3](=[O:20])[CH2:4][N:5]([CH2:12][C:13]1[CH:14]=[CH:15][C:16]([Cl:19])=[CH:17][CH:18]=1)[CH:6]1[CH2:11][CH2:10][N:9]([CH2:28][CH2:29][CH:30]=[C:31]2[C:37]3[CH:38]=[CH:39][CH:40]=[N:41][C:36]=3[CH2:35][O:34][C:33]3[CH:42]=[CH:43][C:44]([C:46]([OH:49])([CH3:48])[CH3:47])=[CH:45][C:32]2=3)[CH2:8][CH2:7]1. (2) Given the reactants CO[C:3]([C:5]1[N:6]=[N:7][C:8]([O:11][CH2:12][C:13]2[C:14]([CH2:19][CH2:20][CH2:21][CH3:22])=[N:15][O:16][C:17]=2[CH3:18])=[CH:9][CH:10]=1)=[O:4].Cl.[O:24]1[CH2:28][CH2:27][C@H:26]([NH2:29])[CH2:25]1, predict the reaction product. The product is: [O:24]1[CH2:28][CH2:27][C@H:26]([NH:29][C:3]([C:5]2[N:6]=[N:7][C:8]([O:11][CH2:12][C:13]3[C:14]([CH2:19][CH2:20][CH2:21][CH3:22])=[N:15][O:16][C:17]=3[CH3:18])=[CH:9][CH:10]=2)=[O:4])[CH2:25]1. (3) Given the reactants Cl.[CH3:2][N:3]([CH2:5][C:6](Cl)=[O:7])[CH3:4].C(=O)(O)[O-].[Na+].[NH2:14][C:15]1[CH:23]=[CH:22][C:18]([C:19]([OH:21])=[O:20])=[CH:17][CH:16]=1, predict the reaction product. The product is: [CH3:2][N:3]([CH2:5][C:6]([NH:14][C:15]1[CH:23]=[CH:22][C:18]([C:19]([OH:21])=[O:20])=[CH:17][CH:16]=1)=[O:7])[CH3:4]. (4) Given the reactants C(N(C(C)C)CC)(C)C.[CH2:10]([O:17][C:18]([N:20]1[CH2:25][CH2:24][NH:23][CH2:22][CH2:21]1)=[O:19])[C:11]1[CH:16]=[CH:15][CH:14]=[CH:13][CH:12]=1.[N+:26]([C:29]1[CH:34]=[CH:33][C:32]([S:35](Cl)(=[O:37])=[O:36])=[C:31]([C:39]([F:42])([F:41])[F:40])[CH:30]=1)([O-:28])=[O:27], predict the reaction product. The product is: [CH2:10]([O:17][C:18]([N:20]1[CH2:25][CH2:24][N:23]([S:35]([C:32]2[CH:33]=[CH:34][C:29]([N+:26]([O-:28])=[O:27])=[CH:30][C:31]=2[C:39]([F:40])([F:41])[F:42])(=[O:37])=[O:36])[CH2:22][CH2:21]1)=[O:19])[C:11]1[CH:16]=[CH:15][CH:14]=[CH:13][CH:12]=1. (5) Given the reactants [N:1]1([CH2:6][CH2:7][CH2:8][S:9]([C:12]2[CH:17]=[CH:16][C:15]([NH:18][C:19]3[N:24]=[CH:23][C:22]([CH:25]=[CH2:26])=[CH:21][N:20]=3)=[CH:14][CH:13]=2)(=[O:11])=[O:10])CC[CH2:3][CH2:2]1.[C:27](O)([C:29](F)(F)F)=O, predict the reaction product. The product is: [NH:1]1[CH2:6][CH2:7][CH:8]([S:9]([C:12]2[CH:17]=[CH:16][C:15]([NH:18][C:19]3[N:24]=[CH:23][C:22](/[CH:25]=[CH:26]/[C:12]4[CH:13]=[CH:14][C:15]5[N:18]=[C:19]([NH2:24])[NH:20][C:27]=5[CH:29]=4)=[CH:21][N:20]=3)=[CH:14][CH:13]=2)(=[O:11])=[O:10])[CH2:3][CH2:2]1. (6) Given the reactants Cl.CN([CH:5]([CH3:15])[C:6]([C:8]1[CH:13]=[CH:12][CH:11]=[C:10]([Cl:14])[CH:9]=1)=[O:7])C.[NH2:16][C:17]1[CH:22]=[CH:21][CH:20]=[CH:19][C:18]=1[OH:23], predict the reaction product. The product is: [ClH:14].[OH:23][C:18]1[CH:19]=[CH:20][CH:21]=[CH:22][C:17]=1[NH:16][CH2:15][CH2:5][C:6]([C:8]1[CH:13]=[CH:12][CH:11]=[C:10]([Cl:14])[CH:9]=1)=[O:7]. (7) The product is: [N:12]1([CH2:17][CH2:18][CH2:19][NH:20][C:2]2[CH:3]=[N:4][CH:5]=[CH:6][C:7]=2[NH2:8])[CH2:16][CH2:15][CH2:14][CH2:13]1. Given the reactants Br[C:2]1[CH:3]=[N+:4]([O-])[CH:5]=[CH:6][C:7]=1[N+:8]([O-])=O.[N:12]1([CH2:17][CH2:18][CH2:19][NH2:20])[CH2:16][CH2:15][CH2:14][CH2:13]1.C(=O)([O-])[O-].[K+].[K+], predict the reaction product. (8) Given the reactants [CH2:1]([NH:8][C@@H:9]([C@H:12]([O:14][Si:15]([C:18]([CH3:21])([CH3:20])[CH3:19])([CH3:17])[CH3:16])[CH3:13])[CH2:10][OH:11])[C:2]1[CH:7]=[CH:6][CH:5]=[CH:4][CH:3]=1.C(N(CC)CC)C.[Cl:29][CH:30]([CH3:34])[C:31](Cl)=[O:32], predict the reaction product. The product is: [CH2:1]([N:8]([C@@H:9]([C@H:12]([O:14][Si:15]([C:18]([CH3:20])([CH3:19])[CH3:21])([CH3:17])[CH3:16])[CH3:13])[CH2:10][OH:11])[C:31](=[O:32])[CH:30]([Cl:29])[CH3:34])[C:2]1[CH:7]=[CH:6][CH:5]=[CH:4][CH:3]=1. (9) Given the reactants [N:1]1([CH2:7][C:8]2[CH:9]=[C:10]3[C:15](=[CH:16][CH:17]=2)[CH:14]=[C:13]([NH:18]C(=O)OC(C)(C)C)[CH:12]=[CH:11]3)[CH2:6][CH2:5][CH2:4][CH2:3][CH2:2]1, predict the reaction product. The product is: [N:1]1([CH2:7][C:8]2[CH:9]=[C:10]3[C:15](=[CH:16][CH:17]=2)[CH:14]=[C:13]([NH2:18])[CH:12]=[CH:11]3)[CH2:2][CH2:3][CH2:4][CH2:5][CH2:6]1.